Task: Predict the reaction yield, written as a fraction of the theoretical maximum amount of product (1.0 means a 100% yield; for example, 0.34 means a 34% yield).. Dataset: Buchwald-Hartwig C-N cross coupling reaction yields with 55,370 reactions The reactants are CCc1ccc(I)cc1.Cc1ccc(N)cc1.O=S(=O)(O[Pd]1c2ccccc2-c2ccccc2N~1)C(F)(F)F.CC(C)c1cc(C(C)C)c(-c2ccccc2P(C(C)(C)C)C(C)(C)C)c(C(C)C)c1.CN(C)C(=NC(C)(C)C)N(C)C.CCOC(=O)c1cc(C)on1. No catalyst specified. The product is CCc1ccc(Nc2ccc(C)cc2)cc1. The yield is 0.823.